From a dataset of Reaction yield outcomes from USPTO patents with 853,638 reactions. Predict the reaction yield, written as a fraction of the theoretical maximum amount of product (1.0 means a 100% yield; for example, 0.34 means a 34% yield). (1) The reactants are [Br:1][C:2]1[N:10]=[CH:9][C:8]2[NH:7][C:6]3[N:11]=[CH:12][C:13](I)=[CH:14][C:5]=3[C:4]=2[CH:3]=1.[CH3:16][O:17][CH:18]1[CH2:23][CH2:22][N:21]([CH2:24][C:25]2[CH:30]=[CH:29][C:28](B3OC(C)(C)C(C)(C)O3)=[CH:27][CH:26]=2)[CH2:20][CH2:19]1. The catalyst is C(=O)([O-])[O-].[Na+].[Na+]. The product is [Br:1][C:2]1[N:10]=[CH:9][C:8]2[NH:7][C:6]3[N:11]=[CH:12][C:13]([C:28]4[CH:27]=[CH:26][C:25]([CH2:24][N:21]5[CH2:20][CH2:19][CH:18]([O:17][CH3:16])[CH2:23][CH2:22]5)=[CH:30][CH:29]=4)=[CH:14][C:5]=3[C:4]=2[CH:3]=1. The yield is 0.280. (2) The reactants are [O:1]1[CH2:6][CH2:5]O[CH2:3][CH2:2]1.Br[C:8]1[CH:9]=[C:10]([CH:13]=[CH:14][CH:15]=1)[CH:11]=[O:12].C([Sn](CCCC)(CCCC)C1OC=CC=1)CCC.[F-].[K+]. The catalyst is Cl[Pd](Cl)([P](C1C=CC=CC=1)(C1C=CC=CC=1)C1C=CC=CC=1)[P](C1C=CC=CC=1)(C1C=CC=CC=1)C1C=CC=CC=1.C(OCC)(=O)C. The product is [O:1]1[CH:6]=[CH:5][CH:3]=[C:2]1[C:8]1[CH:9]=[C:10]([CH:13]=[CH:14][CH:15]=1)[CH:11]=[O:12]. The yield is 0.860.